From a dataset of Forward reaction prediction with 1.9M reactions from USPTO patents (1976-2016). Predict the product of the given reaction. (1) Given the reactants C([O:3][C:4]([C:6]1[N:10]=[C:9]([C:11]2[CH:12]=[N:13][CH:14]=[CH:15][C:16]=2[C:17]([F:20])([F:19])[F:18])[O:8][N:7]=1)=[O:5])C.[OH-].[Li+], predict the reaction product. The product is: [F:20][C:17]([F:18])([F:19])[C:16]1[CH:15]=[CH:14][N:13]=[CH:12][C:11]=1[C:9]1[O:8][N:7]=[C:6]([C:4]([OH:5])=[O:3])[N:10]=1. (2) Given the reactants [CH2:1]([O:5][C:6]([C:8]1[N:13]=[C:12]([C:14]2[CH:19]=[CH:18][CH:17]=[CH:16][CH:15]=2)[C:11]2[C:20]([CH3:23])=[N:21][S:22][C:10]=2[C:9]=1[OH:24])=[O:7])[CH2:2][CH2:3][CH3:4].[CH3:25][C:26]([CH3:31])([CH3:30])[C:27](Cl)=[O:28].CCN(CC)CC, predict the reaction product. The product is: [CH2:1]([O:5][C:6]([C:8]1[N:13]=[C:12]([C:14]2[CH:15]=[CH:16][CH:17]=[CH:18][CH:19]=2)[C:11]2[C:20]([CH3:23])=[N:21][S:22][C:10]=2[C:9]=1[O:24][C:27](=[O:28])[C:26]([CH3:31])([CH3:30])[CH3:25])=[O:7])[CH2:2][CH2:3][CH3:4].